This data is from Catalyst prediction with 721,799 reactions and 888 catalyst types from USPTO. The task is: Predict which catalyst facilitates the given reaction. (1) Reactant: Cl.[NH2:2][CH2:3][CH2:4][SH:5].[CH3:6][CH:7]1[C:11](=O)[CH2:10][CH2:9][O:8]1.[OH-].[Na+]. Product: [CH3:6][CH:7]1[O:8][CH2:9][CH2:10][C:11]21[S:5][CH2:4][CH2:3][NH:2]2. The catalyst class is: 6. (2) Reactant: [O:1]=[C:2]1[O:6][CH2:5][C@:4]2([CH2:10][CH2:9][C@H:8](C3C=C4C(=CC=3)CC(C=O)CC4)[CH2:7]2)[NH:3]1.C(=O)([O-])[O-].[K+].[K+].[N+](=C(P(=O)(OC)OC)C(=O)C)=[N-]. Product: [NH:3]1[C:4]2([CH2:10][CH2:9][CH2:8][CH2:7]2)[CH2:5][O:6][C:2]1=[O:1]. The catalyst class is: 125. (3) Reactant: [Br:1][C:2]1[CH:3]=[C:4]([OH:11])[CH:5]=[C:6]([N+:8]([O-:10])=[O:9])[CH:7]=1.Br[CH2:13][CH2:14][O:15][CH2:16][CH2:17][O:18][CH2:19][CH2:20][O:21][CH3:22].[I-].[Na+].C([O-])([O-])=O.[K+].[K+]. Product: [Br:1][C:2]1[CH:7]=[C:6]([N+:8]([O-:10])=[O:9])[CH:5]=[C:4]([O:11][CH2:13][CH2:14][O:15][CH2:16][CH2:17][O:18][CH2:19][CH2:20][O:21][CH3:22])[CH:3]=1. The catalyst class is: 23.